This data is from Catalyst prediction with 721,799 reactions and 888 catalyst types from USPTO. The task is: Predict which catalyst facilitates the given reaction. (1) Reactant: [H-].[Na+].[F:3][C:4]1[CH:9]=[CH:8][C:7]([C:10]2[C:11](=[O:19])[C:12]([C:16]([OH:18])=[O:17])=[CH:13][NH:14][CH:15]=2)=[CH:6][CH:5]=1.[CH2:20](Br)[C:21]1[CH:26]=[CH:25][CH:24]=[CH:23][CH:22]=1.[OH-].[Na+].C(O)(=O)CC(CC(O)=O)(C(O)=O)O. Product: [CH2:20]([N:14]1[CH:15]=[C:10]([C:7]2[CH:6]=[CH:5][C:4]([F:3])=[CH:9][CH:8]=2)[C:11](=[O:19])[C:12]([C:16]([OH:18])=[O:17])=[CH:13]1)[C:21]1[CH:26]=[CH:25][CH:24]=[CH:23][CH:22]=1. The catalyst class is: 3. (2) Reactant: [CH3:1][N:2]([CH3:5])[CH:3]=[O:4].NC([C:9]1[N:13]2[C:14]3[CH:48]=[CH:47][C:46]([Cl:49])=[CH:45][C:15]=3[C@@H:16]([C:35]3[CH:40]=[CH:39][CH:38]=[C:37]([O:41][CH3:42])[C:36]=3[O:43][CH3:44])[O:17][C@H:18]([CH2:19][CH2:20][C:21]([N:23]3[CH2:28][CH2:27][CH:26]([CH2:29][C:30]([O:32][CH2:33][CH3:34])=[O:31])[CH2:25][CH2:24]3)=[O:22])[C:12]2=[CH:11][CH:10]=1)=O.[H-].[Na+].CI. Product: [Cl:49][C:46]1[CH:47]=[CH:48][C:14]2[N:13]3[C:9]([C:3]([N:2]([CH3:5])[CH3:1])=[O:4])=[CH:10][CH:11]=[C:12]3[C@@H:18]([CH2:19][CH2:20][C:21]([N:23]3[CH2:24][CH2:25][CH:26]([CH2:29][C:30]([O:32][CH2:33][CH3:34])=[O:31])[CH2:27][CH2:28]3)=[O:22])[O:17][C@H:16]([C:35]3[CH:40]=[CH:39][CH:38]=[C:37]([O:41][CH3:42])[C:36]=3[O:43][CH3:44])[C:15]=2[CH:45]=1. The catalyst class is: 13. (3) Reactant: [CH3:1][O:2][C:3]1[CH:8]=[CH:7][C:6]([C:9]2[S:18][C:12]3[C:13](=[O:17])[NH:14][N:15]=[CH:16][C:11]=3[CH:10]=2)=[CH:5][CH:4]=1.[H-].[Na+].CS(O[CH2:26][C:27]1[N:32]=[C:31]([O:33][CH2:34][C@@H:35]2[CH2:40][CH2:39][CH2:38][CH2:37][N:36]2[C:41]([O:43][C:44]([CH3:47])([CH3:46])[CH3:45])=[O:42])[CH:30]=[CH:29][CH:28]=1)(=O)=O.O. Product: [CH3:1][O:2][C:3]1[CH:4]=[CH:5][C:6]([C:9]2[S:18][C:12]3[C:13](=[O:17])[N:14]([CH2:26][C:27]4[N:32]=[C:31]([O:33][CH2:34][C@@H:35]5[CH2:40][CH2:39][CH2:38][CH2:37][N:36]5[C:41]([O:43][C:44]([CH3:47])([CH3:46])[CH3:45])=[O:42])[CH:30]=[CH:29][CH:28]=4)[N:15]=[CH:16][C:11]=3[CH:10]=2)=[CH:7][CH:8]=1. The catalyst class is: 85. (4) Reactant: [CH3:1][O:2][C:3](=[O:10])[CH2:4][CH2:5][CH2:6][CH2:7][CH2:8]Br.C(N(CC)CC)C.[I-].C([NH3+])(C)(C)C.[Cl:24][C:25]1[CH:30]=[CH:29][C:28]([SH:31])=[CH:27][CH:26]=1. Product: [CH3:1][O:2][C:3](=[O:10])[CH2:4][CH2:5][CH2:6][CH2:7][CH2:8][S:31][C:28]1[CH:29]=[CH:30][C:25]([Cl:24])=[CH:26][CH:27]=1. The catalyst class is: 1. (5) Reactant: [Cl:1][C:2]1[C:15]([Cl:16])=[CH:14][CH:13]=[CH:12][C:3]=1[CH2:4][C:5]1[CH:10]=[CH:9][C:8]([NH2:11])=[CH:7][CH:6]=1.C([O:19][CH:20]=[C:21]([C:27](OCC)=O)[C:22]([O:24][CH2:25][CH3:26])=[O:23])C. The catalyst class is: 11. Product: [Cl:1][C:2]1[C:15]([Cl:16])=[CH:14][CH:13]=[CH:12][C:3]=1[CH2:4][C:5]1[CH:6]=[C:7]2[C:8](=[CH:9][CH:10]=1)[NH:11][CH:27]=[C:21]([C:22]([O:24][CH2:25][CH3:26])=[O:23])[C:20]2=[O:19]. (6) Reactant: [N:1]([CH:4]([CH3:28])[CH2:5][O:6][CH:7]1[CH2:27][C:11]2[N:12]=[C:13]([C:15]3[CH:20]=[CH:19][C:18]([O:21][CH2:22][CH:23]4[CH2:25][CH2:24]4)=[C:17]([Cl:26])[CH:16]=3)[O:14][C:10]=2[CH2:9][CH2:8]1)=[N+]=[N-].C1(P([C:42]2[CH:47]=CC=CC=2)C2C=CC=CC=2)C=CC=CC=1.[OH2:48]. Product: [Cl:26][C:17]1[CH:16]=[C:15]([C:13]2[O:14][C:10]3[CH2:9][CH2:8][CH:7]([O:6][CH2:5][CH:4]([NH:1][C:47](=[O:48])[CH3:42])[CH3:28])[CH2:27][C:11]=3[N:12]=2)[CH:20]=[CH:19][C:18]=1[O:21][CH2:22][CH:23]1[CH2:25][CH2:24]1. The catalyst class is: 1. (7) Reactant: [NH:1]1[C:9]2[CH:8]=[CH:7][N:6]=[CH:5][C:4]=2[CH:3]=[C:2]1[C:10]([OH:12])=O.[NH2:13][CH2:14][CH2:15][CH2:16][O:17][CH:18]1[CH2:23][CH2:22][N:21]([C:24]([O:26][C:27]([CH3:30])([CH3:29])[CH3:28])=[O:25])[CH2:20][CH2:19]1.F[P-](F)(F)(F)(F)F.N1(O[P+](N(C)C)(N(C)C)N(C)C)C2C=CC=CC=2N=N1.CCN(C(C)C)C(C)C. Product: [NH:1]1[C:9]2[CH:8]=[CH:7][N:6]=[CH:5][C:4]=2[CH:3]=[C:2]1[C:10]([NH:13][CH2:14][CH2:15][CH2:16][O:17][CH:18]1[CH2:19][CH2:20][N:21]([C:24]([O:26][C:27]([CH3:30])([CH3:29])[CH3:28])=[O:25])[CH2:22][CH2:23]1)=[O:12]. The catalyst class is: 3. (8) Reactant: Cl.[C:2]([C:4]1[C:5]([O:37][CH:38]([CH3:40])[CH3:39])=[CH:6][C:7]([NH:10][C:11]([N:13]2[C:22]3[C:17](=[CH:18][C:19]([CH2:28][N:29]4[CH2:34][CH2:33][N:32]([CH3:35])[CH2:31][C:30]4=[O:36])=[C:20]([CH:23](OC)[O:24]C)[N:21]=3)[CH2:16][CH2:15][CH2:14]2)=[O:12])=[N:8][CH:9]=1)#[N:3].C([O-])(O)=O.[Na+].CCOC(C)=O. Product: [C:2]([C:4]1[C:5]([O:37][CH:38]([CH3:40])[CH3:39])=[CH:6][C:7]([NH:10][C:11]([N:13]2[C:22]3[C:17](=[CH:18][C:19]([CH2:28][N:29]4[CH2:34][CH2:33][N:32]([CH3:35])[CH2:31][C:30]4=[O:36])=[C:20]([CH:23]=[O:24])[N:21]=3)[CH2:16][CH2:15][CH2:14]2)=[O:12])=[N:8][CH:9]=1)#[N:3]. The catalyst class is: 20.